Dataset: Reaction yield outcomes from USPTO patents with 853,638 reactions. Task: Predict the reaction yield, written as a fraction of the theoretical maximum amount of product (1.0 means a 100% yield; for example, 0.34 means a 34% yield). (1) The reactants are [OH-].[K+].[OH:3][C:4]1[CH:12]=[CH:11][C:7]([C:8]([OH:10])=[O:9])=[CH:6][CH:5]=1.[I-].[K+].[CH2:15](Cl)[CH2:16][OH:17].Cl. The catalyst is C(O)C.O. The product is [OH:17][CH2:16][CH2:15][O:3][C:4]1[CH:12]=[CH:11][C:7]([C:8]([OH:10])=[O:9])=[CH:6][CH:5]=1. The yield is 0.820. (2) The reactants are CO[C:3]([C:5]1[N:6]=[N:7][C:8]([O:11][CH2:12][C:13]2[C:14]([CH2:19][CH2:20][CH2:21][CH3:22])=[N:15][O:16][C:17]=2[CH3:18])=[CH:9][CH:10]=1)=[O:4].[NH2:23][CH2:24][C:25]([CH3:28])([OH:27])[CH3:26]. The catalyst is C1(C)C=CC=CC=1. The product is [OH:27][C:25]([CH3:28])([CH3:26])[CH2:24][NH:23][C:3]([C:5]1[N:6]=[N:7][C:8]([O:11][CH2:12][C:13]2[C:14]([CH2:19][CH2:20][CH2:21][CH3:22])=[N:15][O:16][C:17]=2[CH3:18])=[CH:9][CH:10]=1)=[O:4]. The yield is 0.690. (3) The reactants are [F:1][C:2]([F:7])([F:6])[C:3]([OH:5])=[O:4].[C:8]1([C:14]2[CH:19]=[C:18]([CH:20]3[CH2:25][CH2:24][NH:23][CH2:22][CH2:21]3)[CH:17]=[CH:16][C:15]=2[NH:26][C:27]([C:29]2[NH:30][CH:31]=[C:32]([C:34]#[N:35])[N:33]=2)=[O:28])[CH2:13][CH2:12][CH2:11][CH2:10][CH:9]=1.Cl.[N:37]1[CH:42]=[CH:41][CH:40]=[CH:39][C:38]=1[CH2:43][C:44](O)=[O:45].CCN=C=NCCCN(C)C.C1C=CC2N(O)N=NC=2C=1.CCN(C(C)C)C(C)C. The catalyst is O.CN(C=O)C. The product is [F:1][C:2]([F:7])([F:6])[C:3]([OH:5])=[O:4].[C:8]1([C:14]2[CH:19]=[C:18]([CH:20]3[CH2:21][CH2:22][N:23]([C:44](=[O:45])[CH2:43][C:38]4[CH:39]=[CH:40][CH:41]=[CH:42][N:37]=4)[CH2:24][CH2:25]3)[CH:17]=[CH:16][C:15]=2[NH:26][C:27]([C:29]2[NH:30][CH:31]=[C:32]([C:34]#[N:35])[N:33]=2)=[O:28])[CH2:13][CH2:12][CH2:11][CH2:10][CH:9]=1. The yield is 0.700. (4) The reactants are [CH2:1]([N:8]1[C:16]([C:17]2[CH:22]=[CH:21][CH:20]=[CH:19][CH:18]=2)=[C:15]2[C:10](C(C(O)=O)=CC=[CH:14]2)=[N:9]1)[C:2]1[CH:7]=[CH:6][CH:5]=[CH:4][CH:3]=1.[Li][CH3:27].[CH2:28]1[CH2:32][O:31][CH2:30][CH2:29]1. No catalyst specified. The product is [CH2:1]([N:8]1[C:16]([C:17]2[CH:22]=[CH:21][CH:20]=[CH:19][CH:18]=2)=[C:15]2[C:10]([C:28]([C:32](=[O:31])[CH3:27])=[CH:29][CH:30]=[CH:14]2)=[N:9]1)[C:2]1[CH:3]=[CH:4][CH:5]=[CH:6][CH:7]=1. The yield is 0.610. (5) The reactants are [H-].[H-].[H-].[H-].[Li+].[Al+3].[CH2:7]([C:14]1[CH:44]=[C:43]([Cl:45])[CH:42]=[CH:41][C:15]=1[O:16][CH2:17][CH2:18][CH2:19][N:20]([CH2:38][C:39]#[N:40])[CH:21]([C:30]1[CH:35]=[CH:34][C:33]([O:36][CH3:37])=[CH:32][CH:31]=1)[C:22]1[CH:27]=[CH:26][C:25]([O:28][CH3:29])=[CH:24][CH:23]=1)[C:8]1[CH:13]=[CH:12][CH:11]=[CH:10][CH:9]=1.CO.[C@H](O)(C([O-])=O)[C@@H](O)C([O-])=O.[Na+].[K+]. The catalyst is C1COCC1.CCOCC. The product is [CH2:7]([C:14]1[CH:44]=[C:43]([Cl:45])[CH:42]=[CH:41][C:15]=1[O:16][CH2:17][CH2:18][CH2:19][N:20]([CH:21]([C:30]1[CH:31]=[CH:32][C:33]([O:36][CH3:37])=[CH:34][CH:35]=1)[C:22]1[CH:27]=[CH:26][C:25]([O:28][CH3:29])=[CH:24][CH:23]=1)[CH2:38][CH2:39][NH2:40])[C:8]1[CH:13]=[CH:12][CH:11]=[CH:10][CH:9]=1. The yield is 0.770. (6) The reactants are [Br:1]Br.[N+:3]([C:6]1[CH:11]=[CH:10][C:9]([NH2:12])=[C:8]([C:13]([F:16])([F:15])[F:14])[CH:7]=1)([O-:5])=[O:4].O. The catalyst is C(O)(=O)C. The product is [Br:1][C:10]1[CH:11]=[C:6]([N+:3]([O-:5])=[O:4])[CH:7]=[C:8]([C:13]([F:14])([F:15])[F:16])[C:9]=1[NH2:12]. The yield is 0.910. (7) The reactants are [Br:1][C:2]1[CH:3]=[C:4]([CH:8]=[CH:9][N:10]=1)[C:5]([OH:7])=O.CN(C(ON1N=NC2C=CC=NC1=2)=[N+](C)C)C.F[P-](F)(F)(F)(F)F.C(N(C(C)C)C(C)C)C.[O:44]1[CH2:49][CH2:48][O:47][CH2:46][CH:45]1[C:50]1[C:58]2[S:57][C:56]([NH2:59])=[N:55][C:54]=2[C:53]([O:60][CH3:61])=[CH:52][CH:51]=1.C(=O)(O)[O-].[Na+]. The catalyst is C1COCC1. The product is [Br:1][C:2]1[CH:3]=[C:4]([CH:8]=[CH:9][N:10]=1)[C:5]([NH:59][C:56]1[S:57][C:58]2[C:50]([CH:45]3[CH2:46][O:47][CH2:48][CH2:49][O:44]3)=[CH:51][CH:52]=[C:53]([O:60][CH3:61])[C:54]=2[N:55]=1)=[O:7]. The yield is 0.730. (8) The reactants are [O:1]=[C:2]1[C:10]2[NH:9][CH:8]=[C:7]([C:11]([O:13][CH3:14])=[O:12])[C:6]=2[CH2:5][CH2:4][CH2:3]1.[C:15]([O:19][C:20]([N:22]1[CH2:27][CH2:26][CH:25](O)[CH2:24][CH2:23]1)=[O:21])([CH3:18])([CH3:17])[CH3:16].C1(P(C2C=CC=CC=2)C2C=CC=CC=2)C=CC=CC=1. The catalyst is C1COCC1. The product is [C:15]([O:19][C:20]([N:22]1[CH2:27][CH2:26][CH:25]([N:9]2[C:10]3[C:2](=[O:1])[CH2:3][CH2:4][CH2:5][C:6]=3[C:7]([C:11]([O:13][CH3:14])=[O:12])=[CH:8]2)[CH2:24][CH2:23]1)=[O:21])([CH3:18])([CH3:16])[CH3:17]. The yield is 0.700. (9) The product is [CH3:17][C:10]1[NH:18][CH:5]=[CH:6][C:11]=1[C:12]([O:14][CH2:15][CH3:16])=[O:13]. The yield is 0.350. The catalyst is O. The reactants are C(O[CH:5]=[CH2:6])(=O)C.BrBr.O=[C:10]([CH3:17])[CH2:11][C:12]([O:14][CH2:15][CH3:16])=[O:13].[NH3:18]. (10) The reactants are [NH2:1][C:2]1[CH:10]=[CH:9][CH:8]=[C:7]([CH3:11])[C:3]=1[C:4]([OH:6])=O.S(Cl)(Cl)=O.[NH2:16][C:17]1[C:18]([CH3:23])=[CH:19][CH:20]=[CH:21][CH:22]=1. The catalyst is C1C=CC=CC=1.C(Cl)(Cl)Cl. The product is [NH2:1][C:2]1[CH:10]=[CH:9][CH:8]=[C:7]([CH3:11])[C:3]=1[C:4]([NH:16][C:17]1[CH:22]=[CH:21][CH:20]=[CH:19][C:18]=1[CH3:23])=[O:6]. The yield is 0.734.